Dataset: Full USPTO retrosynthesis dataset with 1.9M reactions from patents (1976-2016). Task: Predict the reactants needed to synthesize the given product. (1) Given the product [CH3:3][O:4][CH2:5][O:6][C:7]1[CH:8]=[CH:9][C:10]2[C@@H:11]3[C@@H:19]([C@H:20]([CH2:24][CH2:25][CH2:26][CH2:27][O:28][CH2:29][CH2:30][O:31][CH2:32][CH2:33][O:34][CH2:35][CH2:36][O:37][CH2:44][C:45]([O:47][C:48]([CH3:51])([CH3:50])[CH3:49])=[O:46])[CH2:21][C:22]=2[CH:23]=1)[C@H:18]1[C@@:14]([CH3:42])([C@@H:15]([O:38][CH2:39][O:40][CH3:41])[CH2:16][CH2:17]1)[CH2:13][CH2:12]3, predict the reactants needed to synthesize it. The reactants are: [H-].[Na+].[CH3:3][O:4][CH2:5][O:6][C:7]1[CH:8]=[CH:9][C:10]2[C@@H:11]3[C@@H:19]([C@H:20]([CH2:24][CH2:25][CH2:26][CH2:27][O:28][CH2:29][CH2:30][O:31][CH2:32][CH2:33][O:34][CH2:35][CH2:36][OH:37])[CH2:21][C:22]=2[CH:23]=1)[C@H:18]1[C@@:14]([CH3:42])([C@@H:15]([O:38][CH2:39][O:40][CH3:41])[CH2:16][CH2:17]1)[CH2:13][CH2:12]3.Br[CH2:44][C:45]([O:47][C:48]([CH3:51])([CH3:50])[CH3:49])=[O:46]. (2) Given the product [CH3:1][C:2]1([CH3:28])[CH2:3][CH2:4][CH:5]([CH2:8][C:9]2[NH:10][C:11](=[O:27])[C:12]([C:21]3[CH:26]=[CH:25][CH:24]=[CH:23][CH:22]=3)=[C:13]([OH:20])[CH:14]=2)[CH2:6][CH2:7]1, predict the reactants needed to synthesize it. The reactants are: [CH3:1][C:2]1([CH3:28])[CH2:7][CH2:6][CH:5]([CH2:8][C:9]2[NH:10][C:11](=[O:27])[C:12]([C:21]3[CH:26]=[CH:25][CH:24]=[CH:23][CH:22]=3)=[C:13]([OH:20])[C:14]=2C(OCC)=O)[CH2:4][CH2:3]1.[OH-].[Na+].Cl. (3) Given the product [CH3:17][C:18]1[CH:24]=[CH:23][C:21]([NH:22][C:2]2[N:3]=[N:4][C:5]([CH2:10][C:11]3[CH:16]=[CH:15][N:14]=[CH:13][CH:12]=3)=[C:6]([CH3:9])[C:7]=2[CH3:8])=[CH:20][CH:19]=1, predict the reactants needed to synthesize it. The reactants are: Cl[C:2]1[N:3]=[N:4][C:5]([CH2:10][C:11]2[CH:16]=[CH:15][N:14]=[CH:13][CH:12]=2)=[C:6]([CH3:9])[C:7]=1[CH3:8].[CH3:17][C:18]1[CH:24]=[CH:23][C:21]([NH2:22])=[CH:20][CH:19]=1.